This data is from Forward reaction prediction with 1.9M reactions from USPTO patents (1976-2016). The task is: Predict the product of the given reaction. (1) Given the reactants [NH2:1][C:2]1[C:3]2[C:30]([CH3:37])([C:31]3[CH:36]=[CH:35][CH:34]=[CH:33][CH:32]=3)[C:29](=[O:38])[NH:28][C:4]=2[N:5]=[C:6]([NH:8]/[N:9]=[C:10](/[C:20]2[CH:25]=[C:24]([Cl:26])[CH:23]=[CH:22][C:21]=2Br)\[CH2:11][CH2:12][C:13]([F:19])([F:18])[C:14]([F:17])([F:16])[F:15])[N:7]=1, predict the reaction product. The product is: [NH2:1][C:2]1[C:3]2[C:30]([CH3:37])([C:31]3[CH:36]=[CH:35][CH:34]=[CH:33][CH:32]=3)[C:29](=[O:38])[NH:28][C:4]=2[N:5]=[C:6]([N:8]2[C:21]3[C:20](=[CH:25][C:24]([Cl:26])=[CH:23][CH:22]=3)[C:10]([CH2:11][CH2:12][C:13]([F:19])([F:18])[C:14]([F:17])([F:16])[F:15])=[N:9]2)[N:7]=1. (2) Given the reactants [O:1]1[CH:5]=[CH:4][C:3]([C:6]2[N:10]=[C:9]([N:11]3[CH2:16][CH2:15][N:14](C(OC(C)(C)C)=O)[CH2:13][CH2:12]3)[S:8][N:7]=2)=[CH:2]1.Cl.CCCCCC, predict the reaction product. The product is: [O:1]1[CH:5]=[CH:4][C:3]([C:6]2[N:10]=[C:9]([N:11]3[CH2:12][CH2:13][NH:14][CH2:15][CH2:16]3)[S:8][N:7]=2)=[CH:2]1. (3) Given the reactants [C:1]([O:5][C:6]([N:8]1[CH2:14][CH2:13][C:12]2[CH:15]=[CH:16][C:17]([NH:19][S:20]([C:23]3[CH:28]=[CH:27][C:26](I)=[CH:25][CH:24]=3)(=[O:22])=[O:21])=[CH:18][C:11]=2[CH2:10][CH2:9]1)=[O:7])([CH3:4])([CH3:3])[CH3:2].[Cl:30][C:31]1[CH:32]=[C:33](B(O)O)[CH:34]=[CH:35][C:36]=1[Cl:37], predict the reaction product. The product is: [C:1]([O:5][C:6]([N:8]1[CH2:14][CH2:13][C:12]2[CH:15]=[CH:16][C:17]([NH:19][S:20]([C:23]3[CH:28]=[CH:27][C:26]([C:34]4[CH:33]=[CH:32][C:31]([Cl:30])=[C:36]([Cl:37])[CH:35]=4)=[CH:25][CH:24]=3)(=[O:22])=[O:21])=[CH:18][C:11]=2[CH2:10][CH2:9]1)=[O:7])([CH3:4])([CH3:3])[CH3:2]. (4) Given the reactants [F:1][C:2]1[CH:7]=[CH:6][CH:5]=[CH:4][C:3]=1[C@:8]1([CH3:21])[C@@H:17]2[C@H:13]([CH2:14][O:15][CH2:16]2)[S:12](=[O:19])(=[O:18])[CH2:11][C:10]([NH2:20])=[N:9]1.FC(F)(F)C(O)=O.S(=O)(=O)(O)O.[N+:34]([O-])([OH:36])=[O:35].[OH-].[Na+], predict the reaction product. The product is: [F:1][C:2]1[CH:7]=[CH:6][C:5]([N+:34]([O-:36])=[O:35])=[CH:4][C:3]=1[C@:8]1([CH3:21])[C@@H:17]2[C@H:13]([CH2:14][O:15][CH2:16]2)[S:12](=[O:18])(=[O:19])[CH2:11][C:10]([NH2:20])=[N:9]1. (5) Given the reactants [Br:1][C:2]1[CH:7]=[CH:6][C:5](/[C:8](/[CH3:13])=[C:9](/[CH3:12])\[CH2:10][OH:11])=[CH:4][CH:3]=1.[CH2:14]([O:16][C@@H:17]([CH2:23][C:24]1[CH:29]=[CH:28][C:27](O)=[CH:26][CH:25]=1)[C:18]([O:20][CH2:21][CH3:22])=[O:19])[CH3:15], predict the reaction product. The product is: [Br:1][C:2]1[CH:3]=[CH:4][C:5](/[C:8](/[CH3:13])=[C:9](/[CH3:12])\[CH2:10][O:11][C:27]2[CH:26]=[CH:25][C:24]([CH2:23][C@H:17]([O:16][CH2:14][CH3:15])[C:18]([O:20][CH2:21][CH3:22])=[O:19])=[CH:29][CH:28]=2)=[CH:6][CH:7]=1. (6) Given the reactants [CH:1](Cl)(Cl)Cl.[CH2:5]([N:7]1[C:16]2[C:11](=[CH:12][C:13]([F:23])=[C:14]([N:17]3[CH2:22][CH2:21][NH:20][CH2:19][CH2:18]3)[CH:15]=2)[C:10](=[O:24])[C:9]([C:25]([OH:27])=[O:26])=[CH:8]1)[CH3:6].C(N([CH2:33][CH3:34])CC)C.[OH2:35], predict the reaction product. The product is: [CH2:5]([N:7]1[C:16]2[C:11](=[CH:12][C:13]([F:23])=[C:14]([N:17]3[CH2:22][CH2:21][N:20]([C:1](=[O:35])[CH:33]=[CH2:34])[CH2:19][CH2:18]3)[CH:15]=2)[C:10](=[O:24])[C:9]([C:25]([OH:27])=[O:26])=[CH:8]1)[CH3:6]. (7) Given the reactants [CH:1]1([N:7]([CH:28]2[CH2:33][CH2:32][NH2+:31][CH2:30][CH2:29]2)[C:8]([NH:10][C:11]2[S:12][C:13]([CH2:16][N:17]3[CH2:22][CH2:21][N:20]([S:23]([CH2:26][CH3:27])(=[O:25])=[O:24])[CH2:19][CH2:18]3)=[CH:14][N:15]=2)=[O:9])[CH2:6][CH2:5][CH2:4][CH2:3][CH2:2]1.[Cl-].[CH:35]1([C:40](Cl)=[O:41])[CH2:39][CH2:38][CH2:37][CH2:36]1, predict the reaction product. The product is: [CH:1]1([N:7]([CH:28]2[CH2:33][CH2:32][N:31]([C:40]([CH:35]3[CH2:39][CH2:38][CH2:37][CH2:36]3)=[O:41])[CH2:30][CH2:29]2)[C:8]([NH:10][C:11]2[S:12][C:13]([CH2:16][N:17]3[CH2:22][CH2:21][N:20]([S:23]([CH2:26][CH3:27])(=[O:25])=[O:24])[CH2:19][CH2:18]3)=[CH:14][N:15]=2)=[O:9])[CH2:6][CH2:5][CH2:4][CH2:3][CH2:2]1. (8) Given the reactants [NH2:1][C:2]1[CH:10]=[CH:9][C:5]2[N:6]=[CH:7][NH:8][C:4]=2[CH:3]=1.[F:11][C:12]1[C:19]([F:20])=[CH:18][C:17]([F:21])=[CH:16][C:13]=1[CH:14]=O.[Si]([C:26]#[N:27])(C)(C)C.Cl.[BH4-].[Na+].C([O:38][CH2:39]C)(OCC)OCC, predict the reaction product. The product is: [NH:6]1[C:5]2[CH:9]=[CH:10][C:2]([N:1]3[CH:14]([C:13]4[CH:16]=[C:17]([F:21])[CH:18]=[C:19]([F:20])[C:12]=4[F:11])[C:39](=[O:38])[NH:27][CH2:26]3)=[CH:3][C:4]=2[N:8]=[CH:7]1.